Task: Predict the reactants needed to synthesize the given product.. Dataset: Full USPTO retrosynthesis dataset with 1.9M reactions from patents (1976-2016) (1) Given the product [F:1][C:2]1[CH:7]=[CH:6][C:5]([F:8])=[CH:4][C:3]=1[C:9]1[CH:14]=[C:13]([N:15]2[C:19]3[CH:20]=[CH:21][C:22]([C:24]4[CH:25]=[N:26][N:27]([CH2:29][CH2:30][N:31]5[CH2:32][CH2:33][O:34][CH2:35][CH2:36]5)[CH:28]=4)=[CH:23][C:18]=3[N:17]=[CH:16]2)[CH:12]=[C:11]([NH2:37])[CH:10]=1, predict the reactants needed to synthesize it. The reactants are: [F:1][C:2]1[CH:7]=[CH:6][C:5]([F:8])=[CH:4][C:3]=1[C:9]1[CH:14]=[C:13]([N:15]2[C:19]3[CH:20]=[CH:21][C:22]([C:24]4[CH:25]=[N:26][N:27]([CH2:29][CH2:30][N:31]5[CH2:36][CH2:35][O:34][CH2:33][CH2:32]5)[CH:28]=4)=[CH:23][C:18]=3[N:17]=[CH:16]2)[CH:12]=[C:11]([NH:37]C(=O)C)[CH:10]=1.[OH-].[Na+]. (2) Given the product [Br:3][C:4]1[CH:12]=[C:11]2[C:7]([C:8]([CH:13]([C:18]3[CH:26]=[C:25]([O:27][CH3:28])[C:21]4[O:22][CH2:23][O:24][C:20]=4[CH:19]=3)[C:14]([O:16][CH3:17])=[O:15])=[CH:9][N:10]2[CH3:29])=[CH:6][CH:5]=1, predict the reactants needed to synthesize it. The reactants are: [H-].[Na+].[Br:3][C:4]1[CH:12]=[C:11]2[C:7]([C:8]([CH:13]([C:18]3[CH:26]=[C:25]([O:27][CH3:28])[C:21]4[O:22][CH2:23][O:24][C:20]=4[CH:19]=3)[C:14]([O:16][CH3:17])=[O:15])=[CH:9][NH:10]2)=[CH:6][CH:5]=1.[C:29]1(C)C=CC(S([O-])(=O)=O)=CC=1.